This data is from Peptide-MHC class I binding affinity with 185,985 pairs from IEDB/IMGT. The task is: Regression. Given a peptide amino acid sequence and an MHC pseudo amino acid sequence, predict their binding affinity value. This is MHC class I binding data. (1) The peptide sequence is MGHPKNAYL. The MHC is HLA-A03:01 with pseudo-sequence HLA-A03:01. The binding affinity (normalized) is 0.0847. (2) The peptide sequence is SSQVLQQSTY. The MHC is HLA-A30:02 with pseudo-sequence HLA-A30:02. The binding affinity (normalized) is 0.411.